From a dataset of Human liver microsome stability data. Regression/Classification. Given a drug SMILES string, predict its absorption, distribution, metabolism, or excretion properties. Task type varies by dataset: regression for continuous measurements (e.g., permeability, clearance, half-life) or binary classification for categorical outcomes (e.g., BBB penetration, CYP inhibition). Dataset: hlm. (1) The molecule is CCCc1sc(-c2ccc(OC)c(OCC(C)(C)O)c2)nc1CSc1nc(N)cc(N)n1. The result is 1 (stable in human liver microsomes). (2) The molecule is COc1ccc2[nH]c(C(=O)N3CC(=O)N(Cc4ccc5ccn(C(C)C)c5c4)[C@@H](Cc4ccccc4)C3)cc2c1. The result is 1 (stable in human liver microsomes). (3) The drug is COc1cc2nc(C)c(-c3ccc(COc4ccc(OC(F)(F)F)cc4)cc3)c(O)c2cc1Cl. The result is 0 (unstable in human liver microsomes). (4) The molecule is COc1cc2nc3ccc(Nc4cccc(OC(F)(F)F)c4)cc3c(O)c2cc1Cl. The result is 0 (unstable in human liver microsomes). (5) The molecule is Cc1[nH]c2ncnc(-c3ccc(NC(=O)Nc4cccc(C(=O)NC(C)C)c4)cc3)c2c1C. The result is 0 (unstable in human liver microsomes). (6) The drug is CS(=O)(=O)Nc1ccc2c(c1)S(=O)(=O)NC(C1=C(O)[C@@H]3[C@@H]4CC[C@@H](C4)[C@@H]3N(Cc3ccccc3F)C1=O)=N2. The result is 0 (unstable in human liver microsomes).